This data is from Forward reaction prediction with 1.9M reactions from USPTO patents (1976-2016). The task is: Predict the product of the given reaction. (1) Given the reactants Cl.[CH3:2][N:3]([CH:14]1[CH2:19][CH2:18][N:17]([C:20](=[O:29])[CH2:21][CH2:22][C:23]2[N:24]([CH3:28])[CH:25]=[CH:26][N:27]=2)[CH2:16][CH2:15]1)[CH2:4][CH2:5][NH:6]C(=O)OC(C)(C)C.C(=O)([O-])O.[Na+], predict the reaction product. The product is: [NH2:6][CH2:5][CH2:4][N:3]([CH3:2])[CH:14]1[CH2:15][CH2:16][N:17]([C:20](=[O:29])[CH2:21][CH2:22][C:23]2[N:24]([CH3:28])[CH:25]=[CH:26][N:27]=2)[CH2:18][CH2:19]1. (2) Given the reactants [CH2:1]1[CH2:6][CH2:5][CH2:4][CH2:3][CH2:2]1.C[Si]([N-][Si](C)(C)C)(C)C.[K+].[CH2:17](Cl)[O:18][CH2:19][C:20]1[CH:25]=[CH:24][CH:23]=[CH:22][CH:21]=1, predict the reaction product. The product is: [CH2:17]([O:18][CH2:19][C:20]1[CH:25]=[CH:24][CH:23]=[CH:22][CH:21]=1)[C:1]1[CH:6]=[CH:5][CH:4]=[CH:3][CH:2]=1. (3) Given the reactants C(N(C(C)C)CC)(C)C.Br.[Br:11][C:12]1[CH:17]=[CH:16][C:15]([C:18]2[N:19]=[C:20]([NH:24][C:25]([CH3:29])([CH3:28])[CH2:26][OH:27])[S:21][C:22]=2[CH3:23])=[CH:14][CH:13]=1.Cl[C:31](Cl)([O:33]C(=O)OC(Cl)(Cl)Cl)Cl, predict the reaction product. The product is: [Br:11][C:12]1[CH:13]=[CH:14][C:15]([C:18]2[N:19]=[C:20]([N:24]3[C:25]([CH3:29])([CH3:28])[CH2:26][O:27][C:31]3=[O:33])[S:21][C:22]=2[CH3:23])=[CH:16][CH:17]=1. (4) Given the reactants [CH:1]1([C:5]2[C:6]([O:14][CH2:15][C:16]([F:19])([F:18])[F:17])=[CH:7][C:8]([C:11]([OH:13])=O)=[N:9][CH:10]=2)[CH2:4][CH2:3][CH2:2]1.[NH2:20][C:21]1([CH2:27][C:28]([NH2:30])=[O:29])[CH2:24][S:23](=[O:26])(=[O:25])[CH2:22]1, predict the reaction product. The product is: [NH2:30][C:28](=[O:29])[CH2:27][C:21]1([NH:20][C:11]([C:8]2[CH:7]=[C:6]([O:14][CH2:15][C:16]([F:19])([F:18])[F:17])[C:5]([CH:1]3[CH2:2][CH2:3][CH2:4]3)=[CH:10][N:9]=2)=[O:13])[CH2:22][S:23](=[O:25])(=[O:26])[CH2:24]1. (5) Given the reactants [C:1](#[N:3])C.[Cl:4][C:5]1[CH:6]=[CH:7][C:8]2[N:14]3[CH:15]=[CH:16][CH:17]=[C:13]3[C@@H:12]([CH2:18][CH2:19][C:20]([O:22][CH3:23])=[O:21])[O:11][C@H:10]([C:24]3[CH:29]=[CH:28][CH:27]=[C:26]([O:30][CH3:31])[C:25]=3[O:32][CH3:33])[C:9]=2[CH:34]=1.CN(C)C=O.ClS(N=C=O)(=O)=O, predict the reaction product. The product is: [Cl:4][C:5]1[CH:6]=[CH:7][C:8]2[N:14]3[C:15]([C:1]#[N:3])=[CH:16][CH:17]=[C:13]3[C@@H:12]([CH2:18][CH2:19][C:20]([O:22][CH3:23])=[O:21])[O:11][C@H:10]([C:24]3[CH:29]=[CH:28][CH:27]=[C:26]([O:30][CH3:31])[C:25]=3[O:32][CH3:33])[C:9]=2[CH:34]=1. (6) Given the reactants [F:1][C:2]1([F:12])[C:4]2([CH2:7][C:6]([CH3:11])(C(O)=O)[CH2:5]2)[CH2:3]1.C1C=CC(P([N:27]=[N+]=[N-])(C2C=CC=CC=2)=O)=CC=1.[Cl:30][C:31]1[CH:32]=[C:33]([C:38]2[C:46]([C:47]([NH2:49])=[O:48])=[C:41]3[CH2:42][NH:43][CH2:44][CH2:45][N:40]3[N:39]=2)[CH:34]=[CH:35][C:36]=1[F:37].C1[CH2:54][O:53]CC1, predict the reaction product. The product is: [Cl:30][C:31]1[CH:32]=[C:33]([C:38]2[C:46]([C:47]([NH2:49])=[O:48])=[C:41]3[CH2:42][N:43]([C:54]([NH:27][C:6]4([CH3:11])[CH2:5][C:4]5([C:2]([F:1])([F:12])[CH2:3]5)[CH2:7]4)=[O:53])[CH2:44][CH2:45][N:40]3[N:39]=2)[CH:34]=[CH:35][C:36]=1[F:37]. (7) Given the reactants [Cl:1][C:2]1[CH:3]=[C:4]2[C:8](=[C:9]([F:11])[CH:10]=1)[N:7]([CH3:12])[C:6]([C:13]1[CH:14]=[N:15][CH:16]=[CH:17][CH:18]=1)=[CH:5]2.ClS([N:23]=[C:24]=O)(=O)=O.CN(C=O)C, predict the reaction product. The product is: [Cl:1][C:2]1[CH:3]=[C:4]2[C:8](=[C:9]([F:11])[CH:10]=1)[N:7]([CH3:12])[C:6]([C:13]1[CH:14]=[N:15][CH:16]=[CH:17][CH:18]=1)=[C:5]2[C:24]#[N:23]. (8) The product is: [C:21]([O:29][CH2:30][C@@H:31]1[C:35]([O:37][C:38](=[O:40])[CH3:39])([CH3:36])[C@:34]([F:42])([CH3:41])[CH:33]([N:1]2[CH:8]=[CH:7][C:5](=[O:6])[NH:4][C:2]2=[O:3])[O:32]1)(=[O:28])[C:22]1[CH:23]=[CH:24][CH:25]=[CH:26][CH:27]=1. Given the reactants [NH:1]1[CH:8]=[CH:7][C:5](=[O:6])[NH:4][C:2]1=[O:3].C/C(/O[Si](C)(C)C)=N\[Si](C)(C)C.[C:21]([O:29][CH2:30][C@@H:31]1[C:35]([O:37][C:38](=[O:40])[CH3:39])([CH3:36])[C@:34]([F:42])([CH3:41])[CH:33](OC(=O)C)[O:32]1)(=[O:28])[C:22]1[CH:27]=[CH:26][CH:25]=[CH:24][CH:23]=1.Cl[Sn](Cl)(Cl)Cl.C(=O)(O)[O-].[Na+], predict the reaction product.